From a dataset of Full USPTO retrosynthesis dataset with 1.9M reactions from patents (1976-2016). Predict the reactants needed to synthesize the given product. (1) Given the product [Cl:1][C:2]1[CH:7]=[CH:6][C:5]([C@H:8]2[C:12]3[N:13]([CH:24]([CH3:26])[CH3:25])[C:14]([C:16]4[C:17]([O:22][CH3:23])=[N:18][CH:19]=[CH:20][CH:21]=4)=[N:15][C:11]=3[C:10](=[O:27])[N:9]2[C:28]2[CH:29]=[C:30]([CH3:38])[C:31]3[N:35]=[N:34][N:33]([CH3:36])[C:32]=3[CH:37]=2)=[CH:4][CH:3]=1, predict the reactants needed to synthesize it. The reactants are: [Cl:1][C:2]1[CH:7]=[CH:6][C:5]([CH:8]2[C:12]3[N:13]([CH:24]([CH3:26])[CH3:25])[C:14]([C:16]4[C:17]([O:22][CH3:23])=[N:18][CH:19]=[CH:20][CH:21]=4)=[N:15][C:11]=3[C:10](=[O:27])[N:9]2[C:28]2[CH:29]=[C:30]([CH3:38])[C:31]3[N:35]=[N:34][N:33]([CH3:36])[C:32]=3[CH:37]=2)=[CH:4][CH:3]=1. (2) Given the product [OH:8][CH:5]1[CH2:6][CH2:7][CH:2]([NH:1][C:9](=[O:10])[O:11][C:12]([CH3:15])([CH3:14])[CH3:13])[CH2:3][CH2:4]1, predict the reactants needed to synthesize it. The reactants are: [NH2:1][CH:2]1[CH2:7][CH2:6][CH:5]([OH:8])[CH2:4][CH2:3]1.[C:9](O[C:9]([O:11][C:12]([CH3:15])([CH3:14])[CH3:13])=[O:10])([O:11][C:12]([CH3:15])([CH3:14])[CH3:13])=[O:10].[OH-].[Na+]. (3) Given the product [NH2:15][CH:14]([C:13]1[N:12]=[C:11]2[CH:16]=[CH:17][N:18]([CH3:19])[C:10]2=[CH:9][C:8]=1[N:5]1[CH2:6][CH2:7][C:2]([CH3:20])([OH:1])[CH2:3][CH2:4]1)[CH3:21], predict the reactants needed to synthesize it. The reactants are: [OH:1][C:2]1([CH3:20])[CH2:7][CH2:6][N:5]([C:8]2[CH:9]=[C:10]3[N:18]([CH3:19])[CH:17]=[CH:16][C:11]3=[N:12][C:13]=2[C:14]#[N:15])[CH2:4][CH2:3]1.[CH3:21][Mg]Br.CCOCC.[BH4-].[Na+]. (4) Given the product [CH2:10]([N:17]1[CH2:22][CH2:21][C:20]([C:2]2[CH:7]=[CH:6][C:5]([O:8][CH3:9])=[CH:4][CH:3]=2)([OH:23])[CH2:19][CH2:18]1)[C:11]1[CH:12]=[CH:13][CH:14]=[CH:15][CH:16]=1, predict the reactants needed to synthesize it. The reactants are: Br[C:2]1[CH:7]=[CH:6][C:5]([O:8][CH3:9])=[CH:4][CH:3]=1.[CH2:10]([N:17]1[CH2:22][CH2:21][C:20](=[O:23])[CH2:19][CH2:18]1)[C:11]1[CH:16]=[CH:15][CH:14]=[CH:13][CH:12]=1. (5) Given the product [CH2:3]([O:5][C:6](=[O:13])[C@H:7]([CH3:12])[NH:8][CH2:9][CH2:10][NH:11][S:23]([C:18]1[CH:19]=[CH:20][CH:21]=[CH:22][C:17]=1[N+:14]([O-:16])=[O:15])(=[O:24])=[O:25])[CH3:4], predict the reactants needed to synthesize it. The reactants are: Cl.Cl.[CH2:3]([O:5][C:6](=[O:13])[C@H:7]([CH3:12])[NH:8][CH2:9][CH2:10][NH2:11])[CH3:4].[N+:14]([C:17]1[CH:22]=[CH:21][CH:20]=[CH:19][C:18]=1[S:23](Cl)(=[O:25])=[O:24])([O-:16])=[O:15].